The task is: Predict the product of the given reaction.. This data is from Forward reaction prediction with 1.9M reactions from USPTO patents (1976-2016). (1) The product is: [CH:1]1([NH:6][C:7](=[O:20])[NH:8][CH:9]([C:11]2[S:15][C:14]([C:16]([OH:18])=[O:17])=[CH:13][CH:12]=2)[CH3:10])[CH2:2][CH2:3][CH2:4][CH2:5]1. Given the reactants [CH:1]1([NH:6][C:7](=[O:20])[NH:8][CH:9]([C:11]2[S:15][C:14]([C:16]([O:18]C)=[O:17])=[CH:13][CH:12]=2)[CH3:10])[CH2:5][CH2:4][CH2:3][CH2:2]1.[OH-].[Na+].Cl, predict the reaction product. (2) Given the reactants [NH2:1][C:2]1[CH:3]=[C:4]([CH:9]=[CH:10][C:11]=1[C:12]1[N:16]([CH2:17][C:18]([OH:21])([CH3:20])[CH3:19])[C:15]([CH2:22][O:23][CH2:24][CH3:25])=[N:14][C:13]=1[C:26]#[N:27])[C:5]([O:7][CH3:8])=[O:6].Cl.O1CCOCC1, predict the reaction product. The product is: [NH2:27][C:26]1[C:13]2[N:14]=[C:15]([CH2:22][O:23][CH2:24][CH3:25])[N:16]([CH2:17][C:18]([OH:21])([CH3:19])[CH3:20])[C:12]=2[C:11]2[CH:10]=[CH:9][C:4]([C:5]([O:7][CH3:8])=[O:6])=[CH:3][C:2]=2[N:1]=1. (3) Given the reactants [OH:1][C:2]1[CH:3]=[C:4]([CH:7]=[CH:8][C:9]=1[OH:10])[CH:5]=[O:6].[H-].[Na+].[CH2:29](C(Br)CCCOCCCC(Br)[CH2:29][C:30]1[CH:35]=[CH:34][CH:33]=[CH:32][CH:31]=1)[C:30]1[CH:35]=[CH:34][CH:33]=[CH:32][CH:31]=1.[OH2:38], predict the reaction product. The product is: [CH2:29]([O:38][CH2:3][CH2:2][CH2:9][CH2:8][O:1][C:2]1[CH:3]=[C:4]([CH:7]=[CH:8][C:9]=1[OH:10])[CH:5]=[O:6])[C:30]1[CH:31]=[CH:32][CH:33]=[CH:34][CH:35]=1. (4) Given the reactants [C:1]([SiH:4]([CH:8]([CH3:10])[CH3:9])[CH:5]([CH3:7])[CH3:6])([CH3:3])=[CH2:2].[Br:11]N1C(=O)CCC1=O, predict the reaction product. The product is: [C:1]([SiH:4]([CH:8]([CH3:10])[CH3:9])[CH:5]([CH3:7])[CH3:6])([CH3:3])=[CH2:2].[C:1]([Si:4]([CH:8]([CH3:10])[CH3:9])([CH:5]([CH3:7])[CH3:6])[Br:11])([CH3:3])=[CH2:2].